This data is from NCI-60 drug combinations with 297,098 pairs across 59 cell lines. The task is: Regression. Given two drug SMILES strings and cell line genomic features, predict the synergy score measuring deviation from expected non-interaction effect. (1) Drug 1: C1CC(=O)NC(=O)C1N2CC3=C(C2=O)C=CC=C3N. Drug 2: CC1C(C(CC(O1)OC2CC(CC3=C2C(=C4C(=C3O)C(=O)C5=C(C4=O)C(=CC=C5)OC)O)(C(=O)C)O)N)O.Cl. Cell line: 786-0. Synergy scores: CSS=28.6, Synergy_ZIP=-0.453, Synergy_Bliss=5.28, Synergy_Loewe=5.80, Synergy_HSA=5.83. (2) Drug 1: C1=C(C(=O)NC(=O)N1)F. Drug 2: C1=NNC2=C1C(=O)NC=N2. Cell line: NCI-H322M. Synergy scores: CSS=37.6, Synergy_ZIP=5.79, Synergy_Bliss=6.98, Synergy_Loewe=-8.82, Synergy_HSA=5.03. (3) Drug 1: C1=CC(=CC=C1CCC2=CNC3=C2C(=O)NC(=N3)N)C(=O)NC(CCC(=O)O)C(=O)O. Drug 2: C1=CN(C=N1)CC(O)(P(=O)(O)O)P(=O)(O)O. Cell line: NCIH23. Synergy scores: CSS=4.77, Synergy_ZIP=-3.14, Synergy_Bliss=-2.61, Synergy_Loewe=-1.34, Synergy_HSA=-1.30. (4) Drug 1: C1CN1P(=S)(N2CC2)N3CC3. Drug 2: COC1=C2C(=CC3=C1OC=C3)C=CC(=O)O2. Cell line: DU-145. Synergy scores: CSS=18.7, Synergy_ZIP=-1.89, Synergy_Bliss=-3.18, Synergy_Loewe=-23.8, Synergy_HSA=-4.01. (5) Drug 1: C1=CN(C(=O)N=C1N)C2C(C(C(O2)CO)O)O.Cl. Drug 2: C1=CC=C(C(=C1)C(C2=CC=C(C=C2)Cl)C(Cl)Cl)Cl. Cell line: 786-0. Synergy scores: CSS=10.3, Synergy_ZIP=-5.78, Synergy_Bliss=-0.737, Synergy_Loewe=-19.1, Synergy_HSA=-1.01. (6) Drug 1: C1=CC(=CC=C1CCCC(=O)O)N(CCCl)CCCl. Drug 2: C1CC(=O)NC(=O)C1N2C(=O)C3=CC=CC=C3C2=O. Cell line: COLO 205. Synergy scores: CSS=35.1, Synergy_ZIP=-5.01, Synergy_Bliss=-9.28, Synergy_Loewe=-11.5, Synergy_HSA=-8.71.